From a dataset of Reaction yield outcomes from USPTO patents with 853,638 reactions. Predict the reaction yield, written as a fraction of the theoretical maximum amount of product (1.0 means a 100% yield; for example, 0.34 means a 34% yield). (1) The reactants are [Cl:1][C:2]1[C:3]([O:30][C@H:31]2[CH2:36][CH2:35][CH2:34][CH2:33][C@@H:32]2[C:37]2[N:41]([CH2:42][O:43][CH2:44][CH2:45][O:46][CH3:47])[N:40]=[CH:39][CH:38]=2)=[CH:4][C:5]([F:29])=[C:6]([S:8]([N:11](CC2C=CC(OC)=CC=2OC)[C:12]2[CH:17]=[CH:16][N:15]=[CH:14][N:13]=2)(=[O:10])=[O:9])[CH:7]=1.C([SiH](CC)CC)C.FC(F)(F)C(O)=O. The catalyst is ClCCl. The product is [Cl:1][C:2]1[C:3]([O:30][C@H:31]2[CH2:36][CH2:35][CH2:34][CH2:33][C@@H:32]2[C:37]2[N:41]([CH2:42][O:43][CH2:44][CH2:45][O:46][CH3:47])[N:40]=[CH:39][CH:38]=2)=[CH:4][C:5]([F:29])=[C:6]([S:8]([NH:11][C:12]2[CH:17]=[CH:16][N:15]=[CH:14][N:13]=2)(=[O:10])=[O:9])[CH:7]=1. The yield is 0.990. (2) The catalyst is O1CCOCC1. The product is [Br:15][C:14]1[C:9]([NH:8][C:5](=[O:7])[CH3:6])=[N:10][C:11]([CH3:16])=[CH:12][CH:13]=1. The reactants are C(O[C:5](=[O:7])[CH3:6])(=O)C.[NH2:8][C:9]1[C:14]([Br:15])=[CH:13][CH:12]=[C:11]([CH3:16])[N:10]=1. The yield is 0.750. (3) The reactants are [CH3:1][C:2]1[C:6]2[C:7](=[O:19])[N:8]([CH2:11][CH2:12][N:13]3[CH2:18][CH2:17][O:16][CH2:15][CH2:14]3)[CH2:9][CH2:10][C:5]=2[NH:4][C:3]=1[CH:20]=O.[N:22]1[CH:27]=[CH:26][C:25]([C:28]2[CH:36]=[CH:35][CH:34]=[C:33]3[C:29]=2[CH2:30][C:31](=[O:37])[NH:32]3)=[CH:24][CH:23]=1. No catalyst specified. The product is [CH3:1][C:2]1[C:6]2[C:7](=[O:19])[N:8]([CH2:11][CH2:12][N:13]3[CH2:14][CH2:15][O:16][CH2:17][CH2:18]3)[CH2:9][CH2:10][C:5]=2[NH:4][C:3]=1[CH:20]=[C:30]1[C:29]2[C:33](=[CH:34][CH:35]=[CH:36][C:28]=2[C:25]2[CH:24]=[CH:23][N:22]=[CH:27][CH:26]=2)[NH:32][C:31]1=[O:37]. The yield is 0.720. (4) The reactants are [Cl:1][C:2]1[CH:3]=[CH:4][C:5]2[C:11](=O)[C:10](=[CH:13]N(C)C)[CH2:9][N:8]=[C:7]([C:17]3[C:22]([F:23])=[CH:21][CH:20]=[CH:19][C:18]=3[F:24])[C:6]=2[CH:25]=1.Cl.[NH2:27][C:28]([NH2:30])=[NH:29].C(=O)([O-])[O-].[K+].[K+].C(O)C. The catalyst is C(OCC)C.O. The product is [Cl:1][C:2]1[CH:3]=[CH:4][C:5]2[C:11]3[N:29]=[C:28]([NH2:30])[N:27]=[CH:13][C:10]=3[CH2:9][N:8]=[C:7]([C:17]3[C:18]([F:24])=[CH:19][CH:20]=[CH:21][C:22]=3[F:23])[C:6]=2[CH:25]=1. The yield is 0.890. (5) The reactants are [NH2:1][C:2]1[CH:11]=[CH:10][C:5]([C:6]([O:8][CH3:9])=[O:7])=[C:4](Cl)[N:3]=1.[C:13]([O:17][C:18]([C:20]1[CH:21]=[C:22](B(O)O)[CH:23]=[CH:24][CH:25]=1)=[O:19])([CH3:16])([CH3:15])[CH3:14].C([O-])([O-])=O.[Na+].[Na+]. The catalyst is C1C=CC([P]([Pd]([P](C2C=CC=CC=2)(C2C=CC=CC=2)C2C=CC=CC=2)([P](C2C=CC=CC=2)(C2C=CC=CC=2)C2C=CC=CC=2)[P](C2C=CC=CC=2)(C2C=CC=CC=2)C2C=CC=CC=2)(C2C=CC=CC=2)C2C=CC=CC=2)=CC=1.COCCOC. The product is [NH2:1][C:2]1[CH:11]=[CH:10][C:5]([C:6]([O:8][CH3:9])=[O:7])=[C:4]([C:22]2[CH:23]=[CH:24][CH:25]=[C:20]([C:18]([O:17][C:13]([CH3:16])([CH3:15])[CH3:14])=[O:19])[CH:21]=2)[N:3]=1. The yield is 0.850. (6) The reactants are CS(O)(=O)=O.[NH2:6][CH2:7][C:8]1[CH:9]=[C:10]2[C:14](=[CH:15][CH:16]=1)[C:13](=[O:17])[N:12]([CH:18]1[CH2:23][CH2:22][C:21](=[O:24])[NH:20][C:19]1=[O:25])[CH2:11]2.[Br:26][C:27]1[CH:32]=[CH:31][C:30]([N:33]=[C:34]=[O:35])=[CH:29][CH:28]=1.Cl. The catalyst is C(#N)C. The product is [Br:26][C:27]1[CH:32]=[CH:31][C:30]([NH:33][C:34]([NH:6][CH2:7][C:8]2[CH:9]=[C:10]3[C:14](=[CH:15][CH:16]=2)[C:13](=[O:17])[N:12]([CH:18]2[CH2:23][CH2:22][C:21](=[O:24])[NH:20][C:19]2=[O:25])[CH2:11]3)=[O:35])=[CH:29][CH:28]=1. The yield is 0.890. (7) The reactants are [CH3:1][C:2]1[C:3]([C:10]2[CH:11]=[N:12][C:13]([C:16]([F:19])([F:18])[F:17])=[CH:14][CH:15]=2)=[CH:4][C:5]([C:8]#[N:9])=[N:6][CH:7]=1.[ClH:20]. The catalyst is CO.[Pd]. The product is [ClH:20].[CH3:1][C:2]1[C:3]([C:10]2[CH:11]=[N:12][C:13]([C:16]([F:19])([F:17])[F:18])=[CH:14][CH:15]=2)=[CH:4][C:5]([CH2:8][NH2:9])=[N:6][CH:7]=1. The yield is 0.810.